This data is from Reaction yield outcomes from USPTO patents with 853,638 reactions. The task is: Predict the reaction yield, written as a fraction of the theoretical maximum amount of product (1.0 means a 100% yield; for example, 0.34 means a 34% yield). (1) The reactants are C1(CC([C:11]2[CH:16]=[CH:15][CH:14]=[C:13]([N+:17]([O-:19])=[O:18])[CH:12]=2)C(O)=O)CCCC1.[C:20](Cl)(=[O:24])[C:21](Cl)=O.[NH2:26][C:27]1[S:28][CH:29]=[CH:30][N:31]=1.C(N(CC)[CH:36]([CH3:38])[CH3:37])(C)C.O1C[CH2:44][CH2:43][CH2:42]1. The catalyst is C(Cl)Cl.CN(C)C=O. The product is [CH:36]1([CH2:37][CH:21]([C:12]2[CH:11]=[CH:16][CH:15]=[CH:14][C:13]=2[N+:17]([O-:19])=[O:18])[C:20]([NH:26][C:27]2[S:28][CH:29]=[CH:30][N:31]=2)=[O:24])[CH2:38][CH2:44][CH2:43][CH2:42]1. The yield is 0.722. (2) The yield is 0.970. The reactants are [CH3:1][O:2][C:3]1[CH:4]=[C:5]([CH:10]=[CH:11][C:12]=1[N+:13]([O-])=O)[C:6]([NH:8][CH3:9])=[O:7]. The product is [NH2:13][C:12]1[CH:11]=[CH:10][C:5]([C:6]([NH:8][CH3:9])=[O:7])=[CH:4][C:3]=1[O:2][CH3:1]. The catalyst is [Pd].C(O)C. (3) The reactants are [NH2:1][C:2]1[CH:10]=[CH:9][CH:8]=[C:7]2[C:3]=1[C:4](=[O:20])[N:5]([CH:12]1[CH2:17][CH2:16][C:15](=[O:18])[NH:14][C:13]1=[O:19])[C:6]2=[O:11].[F:21][C:22]1[CH:30]=[CH:29][CH:28]=[CH:27][C:23]=1[C:24](Cl)=[O:25].CO. The catalyst is C1COCC1. The product is [O:19]=[C:13]1[CH:12]([N:5]2[C:4](=[O:20])[C:3]3[C:7](=[CH:8][CH:9]=[CH:10][C:2]=3[NH:1][C:24](=[O:25])[C:23]3[CH:27]=[CH:28][CH:29]=[CH:30][C:22]=3[F:21])[C:6]2=[O:11])[CH2:17][CH2:16][C:15](=[O:18])[NH:14]1. The yield is 0.930. (4) The yield is 0.790. The product is [I:20][C:1]#[C:2][CH2:3][CH2:4][CH2:5][CH2:6][CH2:7][C:8]#[C:9][C:10]#[C:11][CH2:12][CH2:13][CH2:14][CH2:15][CH2:16][CH2:17][CH2:18][CH3:19]. The catalyst is C1COCC1. The reactants are [CH:1]#[C:2][CH2:3][CH2:4][CH2:5][CH2:6][CH2:7][C:8]#[C:9][C:10]#[C:11][CH2:12][CH2:13][CH2:14][CH2:15][CH2:16][CH2:17][CH2:18][CH3:19].[I:20]I.